This data is from Reaction yield outcomes from USPTO patents with 853,638 reactions. The task is: Predict the reaction yield, written as a fraction of the theoretical maximum amount of product (1.0 means a 100% yield; for example, 0.34 means a 34% yield). (1) The reactants are Br[C:2]1[CH:3]=[N:4][CH:5]=[C:6]([N:10]2[CH2:21][CH2:20][C:19]3[C:18]4[CH2:17][C:16]([CH3:23])([CH3:22])[CH2:15][C:14]=4[S:13][C:12]=3[C:11]2=[O:24])[C:7]=1[CH:8]=[O:9].[CH3:25][N:26]1[CH:31]=[C:30](B2OC(C)(C)C(C)(C)O2)[CH:29]=[C:28]([NH:41][C:42]2[CH:47]=[CH:46][C:45]([N:48]3[CH2:53][CH2:52][N:51]([CH:54]4[CH2:57][O:56][CH2:55]4)[CH2:50][CH2:49]3)=[CH:44][N:43]=2)[C:27]1=[O:58].[O-]P([O-])([O-])=O.[K+].[K+].[K+].CC([O-])=O.[Na+]. The catalyst is CC#N.O.C1C=CC(P(C2C=CC=CC=2)[C-]2C=CC=C2)=CC=1.C1C=CC(P(C2C=CC=CC=2)[C-]2C=CC=C2)=CC=1.Cl[Pd]Cl.[Fe+2]. The product is [CH3:25][N:26]1[C:27](=[O:58])[C:28]([NH:41][C:42]2[CH:47]=[CH:46][C:45]([N:48]3[CH2:53][CH2:52][N:51]([CH:54]4[CH2:55][O:56][CH2:57]4)[CH2:50][CH2:49]3)=[CH:44][N:43]=2)=[CH:29][C:30]([C:2]2[CH:3]=[N:4][CH:5]=[C:6]([N:10]3[CH2:21][CH2:20][C:19]4[C:18]5[CH2:17][C:16]([CH3:23])([CH3:22])[CH2:15][C:14]=5[S:13][C:12]=4[C:11]3=[O:24])[C:7]=2[CH:8]=[O:9])=[CH:31]1. The yield is 0.400. (2) The reactants are II.[C:3]([OH:6])(=[O:5])[CH3:4].C(O)(=O)C.[OH:11][C@H:12]1[CH2:29][CH2:28][C@:27]2([CH3:30])[C@H:14]([C:15](=[O:33])[CH2:16][C@H:17]3[C@H:26]2[CH2:25][CH2:24][C@:22]2([CH3:23])[C@@H:18]3[CH2:19][C:20](=[O:32])[C@H:21]2O)[CH2:13]1.C([O-])([O-])=O.[Na+].[Na+]. The catalyst is C1COCC1.C1COCC1.CO. The product is [C:3]([OH:6])(=[O:5])[CH3:4].[OH:11][C@H:12]1[CH2:29][CH2:28][C@:27]2([CH3:30])[C@H:14]([C:15](=[O:33])[CH2:16][C@H:17]3[C@H:26]2[CH2:25][CH2:24][C@:22]2([CH3:23])[C@@H:18]3[CH2:19][C:20](=[O:32])[CH2:21]2)[CH2:13]1. The yield is 0.810. (3) The reactants are [NH2:1][CH2:2][CH2:3][CH:4]([N:6]1[CH2:11][CH2:10][CH:9]([N:12]([CH2:18][C:19]2[CH:23]=[CH:22][S:21][CH:20]=2)[C:13]([NH:15]OC)=[O:14])[CH2:8][CH2:7]1)[CH3:5].[CH3:24]CN=C=NCCCN(C)C.C1C=CC2N(O)N=NC=2C=1.[C:45]([C:47]1[CH:55]=[C:54]([CH3:56])[C:50]([C:51](O)=[O:52])=[C:49]([CH3:57])[N:48]=1)#[N:46].CCN(C(C)C)C(C)C. The catalyst is CN(C=O)C. The product is [C:45]([C:47]1[CH:55]=[C:54]([CH3:56])[C:50]([C:51]([NH:1][CH2:2][CH2:3][CH:4]([N:6]2[CH2:7][CH2:8][CH:9]([N:12]([CH2:18][C:19]3[CH:23]=[CH:22][S:21][CH:20]=3)[C:13]([NH:15][CH3:24])=[O:14])[CH2:10][CH2:11]2)[CH3:5])=[O:52])=[C:49]([CH3:57])[N:48]=1)#[N:46]. The yield is 0.770.